This data is from Forward reaction prediction with 1.9M reactions from USPTO patents (1976-2016). The task is: Predict the product of the given reaction. (1) The product is: [CH:38]([C:37]1[CH:36]=[C:35]([CH:42]=[CH:41][CH:40]=1)[C:33]#[N:34])=[CH:2][CH2:3][CH2:4][CH2:5][CH3:6]. Given the reactants [Br-].[CH2:2]([P+](C1C=CC=CC=1)(C1C=CC=CC=1)C1C=CC=CC=1)[CH2:3][CH2:4][CH2:5][CH3:6].CN(C=O)C.[H-].[Na+].[C:33]([C:35]1[CH:36]=[C:37]([CH:40]=[CH:41][CH:42]=1)[CH:38]=O)#[N:34], predict the reaction product. (2) Given the reactants [H-].[H-].[H-].[H-].[Li+].[Al+3].[CH3:7][C:8]1[CH2:9][CH:10]([C:14](OCC)=[O:15])[CH2:11][C:12]=1[CH3:13], predict the reaction product. The product is: [CH3:7][C:8]1[CH2:9][CH:10]([CH2:14][OH:15])[CH2:11][C:12]=1[CH3:13].